Dataset: Full USPTO retrosynthesis dataset with 1.9M reactions from patents (1976-2016). Task: Predict the reactants needed to synthesize the given product. (1) Given the product [CH3:3][C:2](=[CH:4][CH2:5][CH2:6]/[C:7](=[CH:9]/[CH:10]=[O:11])/[CH3:8])[CH3:1], predict the reactants needed to synthesize it. The reactants are: [CH3:1][C:2](=[CH:4][CH2:5][CH2:6]/[C:7](=[CH:9]/[CH2:10][OH:11])/[CH3:8])[CH3:3]. (2) Given the product [CH3:33][O:32][C:30]1[CH:31]=[C:26]([CH2:25][CH2:24][C:22]2[CH:23]=[C:19]([NH:18][C:16]([C:13]3[CH:12]=[N:11][C:10]([N:6]4[CH2:5][C@H:4]([CH3:8])[NH:3][C@H:2]([CH3:1])[CH2:7]4)=[CH:15][N:14]=3)=[O:17])[NH:20][N:21]=2)[CH:27]=[C:28]([O:34][CH3:35])[CH:29]=1, predict the reactants needed to synthesize it. The reactants are: [CH3:1][C@H:2]1[CH2:7][NH:6][CH2:5][C@@H:4]([CH3:8])[NH:3]1.Cl[C:10]1[N:11]=[CH:12][C:13]([C:16]([NH:18][C:19]2[NH:20][N:21]=[C:22]([CH2:24][CH2:25][C:26]3[CH:31]=[C:30]([O:32][CH3:33])[CH:29]=[C:28]([O:34][CH3:35])[CH:27]=3)[CH:23]=2)=[O:17])=[N:14][CH:15]=1. (3) Given the product [Cl:64][C:65]1[CH:72]=[CH:71][C:68]([CH2:69][N:70]2[C:16](=[O:18])[C:15]3[C:14](=[CH:22][CH:21]=[CH:20][CH:19]=3)[C:12]2([C:9]2[CH:10]=[CH:11][C:5]3[O:4][CH2:3][C:2](=[O:1])[NH:7][C:6]=3[CH:8]=2)[OH:13])=[CH:67][CH:66]=1, predict the reactants needed to synthesize it. The reactants are: [O:1]=[C:2]1[NH:7][C:6]2[CH:8]=[C:9]([C:12]([C:14]3[CH:22]=[CH:21][CH:20]=[CH:19][C:15]=3[C:16]([OH:18])=O)=[O:13])[CH:10]=[CH:11][C:5]=2[O:4][CH2:3]1.CN1CCOCC1.C1C=NC2N(O)N=NC=2C=1.CN(C(ON1N=NC2C=CC=NC1=2)=[N+](C)C)C.F[P-](F)(F)(F)(F)F.[Cl:64][C:65]1[CH:72]=[CH:71][C:68]([CH2:69][NH2:70])=[CH:67][CH:66]=1. (4) Given the product [Si:1]([O:8][CH2:9][C@H:10]1[CH2:15][CH2:14][C@H:13]([N:16]2[C:21]3[C:22]4[CH:28]=[CH:27][N:26]([CH2:29][O:30][CH2:31][CH2:32][Si:33]([CH3:34])([CH3:35])[CH3:36])[C:23]=4[N:24]=[CH:25][C:20]=3[C:19](=[O:37])[N:18]([CH:48]3[CH2:49][CH2:44]3)[CH2:17]2)[CH2:12][CH2:11]1)([C:4]([CH3:5])([CH3:6])[CH3:7])([CH3:3])[CH3:2], predict the reactants needed to synthesize it. The reactants are: [Si:1]([O:8][CH2:9][C@H:10]1[CH2:15][CH2:14][C@H:13]([N:16]2[C:21]3[C:22]4[CH:28]=[CH:27][N:26]([CH2:29][O:30][CH2:31][CH2:32][Si:33]([CH3:36])([CH3:35])[CH3:34])[C:23]=4[N:24]=[CH:25][C:20]=3[C:19](=[O:37])[NH:18][CH2:17]2)[CH2:12][CH2:11]1)([C:4]([CH3:7])([CH3:6])[CH3:5])([CH3:3])[CH3:2].N1C=CC=CC=1[C:44]1[CH:49]=[CH:48]C=CN=1.C1(B(O)O)CC1.C(=O)([O-])[O-].[Na+].[Na+].[Cl-].[NH4+].